Dataset: TCR-epitope binding with 47,182 pairs between 192 epitopes and 23,139 TCRs. Task: Binary Classification. Given a T-cell receptor sequence (or CDR3 region) and an epitope sequence, predict whether binding occurs between them. (1) The epitope is FLLNKEMYL. The TCR CDR3 sequence is CASSQDHGTEAFF. Result: 1 (the TCR binds to the epitope). (2) The epitope is YLDAYNMMI. The TCR CDR3 sequence is CASSPASGNEQFF. Result: 1 (the TCR binds to the epitope). (3) The epitope is LLWNGPMAV. The TCR CDR3 sequence is CSVATSGGSNEQFF. Result: 1 (the TCR binds to the epitope). (4) The epitope is GLCTLVAML. The TCR CDR3 sequence is CASSHTGLGQPQHF. Result: 0 (the TCR does not bind to the epitope). (5) The epitope is KAYNVTQAF. The TCR CDR3 sequence is CASSQAEQGGSPLHF. Result: 1 (the TCR binds to the epitope). (6) The epitope is HTTDPSFLGRY. The TCR CDR3 sequence is CASSWGWGIDNEQFF. Result: 0 (the TCR does not bind to the epitope). (7) The epitope is TPRVTGGGAM. The TCR CDR3 sequence is CASSFRGEGHPDTQYF. Result: 1 (the TCR binds to the epitope). (8) The epitope is ATDALMTGY. The TCR CDR3 sequence is CASIANRNTGELFF. Result: 0 (the TCR does not bind to the epitope).